From a dataset of Peptide-MHC class I binding affinity with 185,985 pairs from IEDB/IMGT. Regression. Given a peptide amino acid sequence and an MHC pseudo amino acid sequence, predict their binding affinity value. This is MHC class I binding data. (1) The peptide sequence is SSDLKKLMH. The MHC is HLA-B08:01 with pseudo-sequence HLA-B08:01. The binding affinity (normalized) is 0. (2) The peptide sequence is AYIDNYNKF. The MHC is Mamu-B01 with pseudo-sequence Mamu-B01. The binding affinity (normalized) is 0. (3) The peptide sequence is FVYSVSFHK. The MHC is HLA-B45:06 with pseudo-sequence HLA-B45:06. The binding affinity (normalized) is 0.213. (4) The peptide sequence is RRRWRRLTV. The MHC is HLA-B44:03 with pseudo-sequence HLA-B44:03. The binding affinity (normalized) is 0. (5) The peptide sequence is THYPTQNRF. The MHC is HLA-B15:01 with pseudo-sequence HLA-B15:01. The binding affinity (normalized) is 0.0847. (6) The peptide sequence is KVLHVTDTNK. The MHC is HLA-A68:01 with pseudo-sequence HLA-A68:01. The binding affinity (normalized) is 0.114. (7) The peptide sequence is IALMNELAI. The MHC is H-2-Kb with pseudo-sequence H-2-Kb. The binding affinity (normalized) is 0.537. (8) The MHC is HLA-A02:16 with pseudo-sequence HLA-A02:16. The binding affinity (normalized) is 0.0847. The peptide sequence is VDFKTPGTY. (9) The peptide sequence is AAAANTTAL. The MHC is HLA-C03:03 with pseudo-sequence HLA-C03:03. The binding affinity (normalized) is 1.00.